From a dataset of Full USPTO retrosynthesis dataset with 1.9M reactions from patents (1976-2016). Predict the reactants needed to synthesize the given product. (1) The reactants are: [C:1]([O-:8])(=[O:7])/[CH:2]=[CH:3]/[C:4]([O-:6])=[O:5].[F:9][CH:10]([F:19])[C@H:11]1[CH2:16][NH:15][CH2:14][C@@H:13]([OH:17])[C@@H:12]1[OH:18].C(O)(=O)/C=C/C(O)=O. Given the product [C:1]([OH:8])(=[O:7])/[CH:2]=[CH:3]/[C:4]([OH:6])=[O:5].[F:19][CH:10]([F:9])[C@H:11]1[CH2:16][NH:15][CH2:14][C@@H:13]([OH:17])[C@@H:12]1[OH:18], predict the reactants needed to synthesize it. (2) Given the product [CH2:1]([O:8][C:9]1[C:18](=[O:19])[N:17]2[C:12]([C:13]([CH3:20])([CH3:21])[O:14][CH2:15][CH2:16]2)=[N:11][C:10]=1[C:22]([NH:24][CH2:25][C:26]1[CH:31]=[CH:30][C:29]([F:32])=[CH:28][C:27]=1[P:33](=[O:37])([OH:40])[O:34][CH2:35][CH3:36])=[O:23])[C:2]1[CH:3]=[CH:4][CH:5]=[CH:6][CH:7]=1, predict the reactants needed to synthesize it. The reactants are: [CH2:1]([O:8][C:9]1[C:18](=[O:19])[N:17]2[C:12]([C:13]([CH3:21])([CH3:20])[O:14][CH2:15][CH2:16]2)=[N:11][C:10]=1[C:22]([NH:24][CH2:25][C:26]1[CH:31]=[CH:30][C:29]([F:32])=[CH:28][C:27]=1[P:33](=[O:40])([O:37]CC)[O:34][CH2:35][CH3:36])=[O:23])[C:2]1[CH:7]=[CH:6][CH:5]=[CH:4][CH:3]=1.C(O)C.[OH-].[Na+]. (3) Given the product [OH:33][CH2:32][CH2:31][O:13][C:12](=[O:14])[CH2:11][CH2:10][CH2:9][C:6]1[CH:7]=[CH:8][C:3]([C:1]#[N:2])=[CH:4][C:5]=1[NH:15][C:16](=[O:29])[CH:17]([C:19]1[C:28]2[C:23](=[CH:24][CH:25]=[CH:26][CH:27]=2)[CH:22]=[CH:21][CH:20]=1)[CH3:18], predict the reactants needed to synthesize it. The reactants are: [C:1]([C:3]1[CH:8]=[CH:7][C:6]([CH2:9][CH2:10][CH2:11][C:12]([OH:14])=[O:13])=[C:5]([NH:15][C:16](=[O:29])[CH:17]([C:19]2[C:28]3[C:23](=[CH:24][CH:25]=[CH:26][CH:27]=3)[CH:22]=[CH:21][CH:20]=2)[CH3:18])[CH:4]=1)#[N:2].I[CH2:31][CH2:32][OH:33].C(=O)([O-])[O-].[K+].[K+].O. (4) Given the product [C:30]([O:29][C:27]([N:34]1[CH2:39][CH2:38][N:37]([CH:23]([C:18]2[CH:19]=[CH:20][CH:21]=[CH:22][C:17]=2[C:15]([N:13]2[CH2:12][C:11]3[C:10](=[N:9][N:6]4[C:7]([CH3:8])=[C:2]([Cl:1])[C:3]([CH3:26])=[N:4][C:5]4=3)[CH2:14]2)=[O:16])[CH3:24])[CH2:36][CH2:35]1)=[O:28])([CH3:33])([CH3:31])[CH3:32], predict the reactants needed to synthesize it. The reactants are: [Cl:1][C:2]1[C:3]([CH3:26])=[N:4][C:5]2[N:6]([N:9]=[C:10]3[CH2:14][N:13]([C:15]([C:17]4[CH:22]=[CH:21][CH:20]=[CH:19][C:18]=4[CH:23](Cl)[CH3:24])=[O:16])[CH2:12][C:11]=23)[C:7]=1[CH3:8].[C:27]([N:34]1[CH2:39][CH2:38][NH:37][CH2:36][CH2:35]1)([O:29][C:30]([CH3:33])([CH3:32])[CH3:31])=[O:28].C(=O)([O-])[O-].[K+].[K+]. (5) Given the product [Cl:8][C:3]1[C:2]([O:12][CH2:11][C:10]([F:14])([F:13])[F:9])=[CH:7][CH:6]=[CH:5][N:4]=1, predict the reactants needed to synthesize it. The reactants are: N[C:2]1[C:3]([Cl:8])=[N:4][CH:5]=[CH:6][CH:7]=1.[F:9][C:10]([F:14])([F:13])[CH2:11][OH:12].FC(F)(F)C(O)=O.N(OC(C)(C)C)=O.C(=O)(O)[O-].[Na+]. (6) Given the product [CH2:40]([O:39][C:37]([C:34]1[CH:33]=[C:32]([CH3:31])[N:36]([CH2:6][CH2:7][C@@H:8]2[CH2:13][N:12]([C:14]([O:16][CH2:17][C:18]3[CH:23]=[CH:22][CH:21]=[CH:20][CH:19]=3)=[O:15])[CH2:11][CH2:10][N:9]2[C:24]([O:26][C:27]([CH3:28])([CH3:30])[CH3:29])=[O:25])[N:35]=1)=[O:38])[CH3:41], predict the reactants needed to synthesize it. The reactants are: CS(O[CH2:6][CH2:7][C@@H:8]1[CH2:13][N:12]([C:14]([O:16][CH2:17][C:18]2[CH:23]=[CH:22][CH:21]=[CH:20][CH:19]=2)=[O:15])[CH2:11][CH2:10][N:9]1[C:24]([O:26][C:27]([CH3:30])([CH3:29])[CH3:28])=[O:25])(=O)=O.[CH3:31][C:32]1[NH:36][N:35]=[C:34]([C:37]([O:39][CH2:40][CH3:41])=[O:38])[CH:33]=1.C(=O)([O-])[O-].[K+].[K+].CN(C=O)C. (7) Given the product [NH2:7][C:8]1[C:13]([C:14]2[CH:15]=[N:16][N:17]([CH3:19])[CH:18]=2)=[C:12]([O:20][C:21]2[C:26]([F:27])=[CH:25][C:24]([NH:28][C:29]([C:31]3[C:36](=[O:37])[C:35]([C:38]4[CH:39]=[CH:40][C:41]([F:44])=[CH:42][CH:43]=4)=[CH:34][N:33]([CH3:45])[CH:32]=3)=[O:30])=[C:23]([F:46])[CH:22]=2)[CH:11]=[CH:10][N:9]=1, predict the reactants needed to synthesize it. The reactants are: CC(C)(OC([N:7](C(OC(C)(C)C)=O)[C:8]1[C:13]([C:14]2[CH:15]=[N:16][N:17]([CH3:19])[CH:18]=2)=[C:12]([O:20][C:21]2[C:26]([F:27])=[CH:25][C:24]([NH:28][C:29]([C:31]3[C:36](=[O:37])[C:35]([C:38]4[CH:43]=[CH:42][C:41]([F:44])=[CH:40][CH:39]=4)=[CH:34][N:33]([CH3:45])[CH:32]=3)=[O:30])=[C:23]([F:46])[CH:22]=2)[CH:11]=[CH:10][N:9]=1)=O)C.C(O)(C(F)(F)F)=O.